From a dataset of Full USPTO retrosynthesis dataset with 1.9M reactions from patents (1976-2016). Predict the reactants needed to synthesize the given product. (1) The reactants are: [C:1]([NH:4][CH2:5][C:6]1[CH:7]=[C:8]2[C:12](=[CH:13][CH:14]=1)[N:11]([C:15]1[CH:20]=[CH:19][CH:18]=[C:17]([C:21]#[C:22][C@:23]3([OH:30])[CH2:27][CH2:26][N:25]([CH3:28])[C:24]3=[O:29])[CH:16]=1)[N:10]=[C:9]2[C:31]([O:33]C)=O)(=[O:3])[CH3:2].[NH3:35]. Given the product [C:1]([NH:4][CH2:5][C:6]1[CH:7]=[C:8]2[C:12](=[CH:13][CH:14]=1)[N:11]([C:15]1[CH:20]=[CH:19][CH:18]=[C:17]([C:21]#[C:22][C@:23]3([OH:30])[CH2:27][CH2:26][N:25]([CH3:28])[C:24]3=[O:29])[CH:16]=1)[N:10]=[C:9]2[C:31]([NH2:35])=[O:33])(=[O:3])[CH3:2], predict the reactants needed to synthesize it. (2) Given the product [CH2:17]([O:20][CH:21]=[C:15]1[C:9]2[C:10](=[N:11][CH:12]=[C:7]([C:1]3[CH:2]=[CH:3][CH:4]=[CH:5][CH:6]=3)[CH:8]=2)[NH:13][C:14]1=[O:16])[CH3:18], predict the reactants needed to synthesize it. The reactants are: [C:1]1([C:7]2[CH:8]=[C:9]3[CH2:15][C:14](=[O:16])[NH:13][C:10]3=[N:11][CH:12]=2)[CH:6]=[CH:5][CH:4]=[CH:3][CH:2]=1.[C:17]([O:20][CH:21](OCC)OCC)(=O)[CH3:18]. (3) Given the product [CH3:1][N:2]1[C:6]([C:7]2[CH:12]=[CH:11][CH:10]=[C:9]([NH2:13])[CH:8]=2)=[N:5][N:4]=[N:3]1, predict the reactants needed to synthesize it. The reactants are: [CH3:1][N:2]1[C:6]([C:7]2[CH:12]=[CH:11][CH:10]=[C:9]([N+:13]([O-])=O)[CH:8]=2)=[N:5][N:4]=[N:3]1.